Dataset: hERG Central: cardiac toxicity at 1µM, 10µM, and general inhibition. Task: Predict hERG channel inhibition at various concentrations. (1) The drug is O=C(CCN1CCN(c2ccc([N+](=O)[O-])cc2)CC1)c1ccc(Cl)cc1. Results: hERG_inhib (hERG inhibition (general)): blocker. (2) The compound is CN(C)CCNC(=O)c1cc(Sc2ccc(F)cc2)nc2ccccc12. Results: hERG_inhib (hERG inhibition (general)): blocker.